Dataset: Forward reaction prediction with 1.9M reactions from USPTO patents (1976-2016). Task: Predict the product of the given reaction. (1) Given the reactants [C:1]([O:5][C:6](=[O:10])[CH2:7][CH2:8][NH2:9])([CH3:4])([CH3:3])[CH3:2].Cl.[C:12](Cl)(Cl)=[S:13].C([O-])(O)=O.[Na+], predict the reaction product. The product is: [N:9]([CH2:8][CH2:7][C:6]([O:5][C:1]([CH3:4])([CH3:3])[CH3:2])=[O:10])=[C:12]=[S:13]. (2) Given the reactants [OH:1][C:2]1[C:3]2[N:4]([C:9]([C:13]([O:15][CH2:16][CH3:17])=[O:14])=[C:10]([CH3:12])[N:11]=2)[CH:5]=[C:6]([CH3:8])[CH:7]=1.Cl[CH2:19][C:20]1[C:25]([F:26])=[CH:24][N:23]=[CH:22][C:21]=1[F:27].C(=O)([O-])[O-].[Cs+].[Cs+], predict the reaction product. The product is: [F:27][C:21]1[CH:22]=[N:23][CH:24]=[C:25]([F:26])[C:20]=1[CH2:19][O:1][C:2]1[C:3]2[N:4]([C:9]([C:13]([O:15][CH2:16][CH3:17])=[O:14])=[C:10]([CH3:12])[N:11]=2)[CH:5]=[C:6]([CH3:8])[CH:7]=1. (3) Given the reactants [BH4-].[Na+].[S:3]1[CH:7]=[CH:6][CH:5]=[C:4]1[CH2:8][C:9]#[N:10].BrC[CH2:13][CH2:14][O:15][Si](C(C)(C)C)(C)C, predict the reaction product. The product is: [C:9]([CH:8]([C:4]1[S:3][CH:7]=[CH:6][CH:5]=1)[CH2:13][CH2:14][OH:15])#[N:10]. (4) Given the reactants [CH3:1][O:2][C:3](=[O:24])[CH2:4][C:5]1[C:14]([CH3:15])=[C:13]([C:16]2[CH:21]=[CH:20][C:19]([NH2:22])=[CH:18][CH:17]=2)[C:12]2[C:7](=[CH:8][CH:9]=[C:10]([Cl:23])[CH:11]=2)[CH:6]=1.[CH3:25][C:26]1[CH:31]=[CH:30][CH:29]=[CH:28][C:27]=1[S:32](Cl)(=[O:34])=[O:33].C(N(C(C)C)CC)(C)C, predict the reaction product. The product is: [CH3:1][O:2][C:3](=[O:24])[CH2:4][C:5]1[C:14]([CH3:15])=[C:13]([C:16]2[CH:21]=[CH:20][C:19]([NH:22][S:32]([C:27]3[C:26]([CH3:25])=[CH:31][CH:30]=[CH:29][CH:28]=3)(=[O:34])=[O:33])=[CH:18][CH:17]=2)[C:12]2[C:7](=[CH:8][CH:9]=[C:10]([Cl:23])[CH:11]=2)[CH:6]=1. (5) Given the reactants [CH3:1][C:2](=[N:4][OH:5])[CH3:3].C([Li])CCC.CO[C:13](=O)[C:14]1[CH:19]=[CH:18][C:17]([Br:20])=[CH:16][CH:15]=1, predict the reaction product. The product is: [Br:20][C:17]1[CH:18]=[CH:19][C:14]([C:13]2[O:5][N:4]=[C:2]([CH3:3])[CH:1]=2)=[CH:15][CH:16]=1.